Dataset: Catalyst prediction with 721,799 reactions and 888 catalyst types from USPTO. Task: Predict which catalyst facilitates the given reaction. (1) Reactant: Br[C:2]1[CH:7]=[N:6][C:5]2=[C:8]([N:11]3[CH2:15][CH2:14][CH2:13][CH2:12]3)[S:9][N:10]=[C:4]2[CH:3]=1.[CH3:16][O:17][C:18]1[CH:19]=[C:20](B(O)O)[CH:21]=[CH:22][C:23]=1[O:24][CH3:25].C([O-])([O-])=O.[K+].[K+]. The catalyst class is: 73. Product: [CH3:16][O:17][C:18]1[CH:19]=[C:20]([C:2]2[CH:7]=[N:6][C:5]3=[C:8]([N:11]4[CH2:15][CH2:14][CH2:13][CH2:12]4)[S:9][N:10]=[C:4]3[CH:3]=2)[CH:21]=[CH:22][C:23]=1[O:24][CH3:25]. (2) Reactant: [Cl:1][C:2]1[CH:7]=[C:6]([N:8]([CH:13]2[CH2:15][CH2:14]2)[CH2:9][CH2:10][CH2:11]O)[NH:5][C:4](=[O:16])[N:3]=1.CC(OC(/N=N/C(OC(C)C)=O)=O)C.C1(P(C2C=CC=CC=2)C2C=CC=CC=2)C=CC=CC=1. Product: [Cl:1][C:2]1[CH:7]=[C:6]2[N:8]([CH:13]3[CH2:15][CH2:14]3)[CH2:9][CH2:10][CH2:11][N:5]2[C:4](=[O:16])[N:3]=1. The catalyst class is: 7. (3) Reactant: [F:1][C:2]1[CH:7]=[C:6]([F:8])[CH:5]=[CH:4][C:3]=1[C:9]1[CH:17]=[CH:16][CH:15]=[C:14]2[C:10]=1[CH2:11][C:12](=[O:18])[NH:13]2.[OH:19][CH:20]([CH2:33][N:34]1[CH2:38][CH2:37][CH2:36][CH2:35]1)[CH2:21][NH:22][C:23]([C:25]1[CH:29]=[C:28]([CH3:30])[NH:27][C:26]=1[CH:31]=O)=[O:24].N1CCCCC1. Product: [OH:19][CH:20]([CH2:33][N:34]1[CH2:35][CH2:36][CH2:37][CH2:38]1)[CH2:21][NH:22][C:23]([C:25]1[CH:29]=[C:28]([CH3:30])[NH:27][C:26]=1/[CH:31]=[C:11]1\[C:12](=[O:18])[NH:13][C:14]2[C:10]\1=[C:9]([C:3]1[CH:4]=[CH:5][C:6]([F:8])=[CH:7][C:2]=1[F:1])[CH:17]=[CH:16][CH:15]=2)=[O:24]. The catalyst class is: 8. (4) Reactant: [C:1]1([C:17]2[CH:22]=[CH:21][CH:20]=[CH:19][CH:18]=2)[CH:6]=[CH:5][CH:4]=[CH:3][C:2]=1[CH:7]([C:10]1[N:11]=[N:12][C:13](Cl)=[CH:14][CH:15]=1)C#N.C1(C2C=CC=CC=2)C=CC=CC=1C(C1C=CC2N(C(C(F)(F)F)=NN=2)N=1)C#N.Cl.[OH2:52]. Product: [C:1]1([C:17]2[CH:22]=[CH:21][CH:20]=[CH:19][CH:18]=2)[CH:6]=[CH:5][CH:4]=[CH:3][C:2]=1[CH2:7][C:10]1[CH:15]=[CH:14][C:13](=[O:52])[NH:12][N:11]=1. The catalyst class is: 15.